Dataset: Catalyst prediction with 721,799 reactions and 888 catalyst types from USPTO. Task: Predict which catalyst facilitates the given reaction. (1) Reactant: [NH2:1][C:2]1[CH:10]=[CH:9][C:5]([C:6]([OH:8])=[O:7])=[CH:4][CH:3]=1.[C:11]1(=O)[O:16][C:14](=[O:15])[CH:13]=[CH:12]1.C([O-])(=O)C.[Na+].C(OC(=O)C)(=O)C. Product: [C:6]([C:5]1[CH:9]=[CH:10][C:2]([N:1]2[C:14](=[O:15])[CH:13]=[CH:12][C:11]2=[O:16])=[CH:3][CH:4]=1)([OH:8])=[O:7]. The catalyst class is: 15. (2) Reactant: [N+:1]([C:4]1[C:5]([CH:15]=O)=[N:6][N:7]([CH:9]2[CH2:14][CH2:13][CH2:12][CH2:11][O:10]2)[CH:8]=1)([O-:3])=[O:2].[F:17][C:18]1[CH:19]=[C:20]([NH2:33])[C:21]([NH2:32])=[CH:22][C:23]=1[N:24]1[CH2:30][CH2:29][CH2:28][N:27]([CH3:31])[CH2:26][CH2:25]1. Product: [F:17][C:18]1[C:23]([N:24]2[CH2:30][CH2:29][CH2:28][N:27]([CH3:31])[CH2:26][CH2:25]2)=[CH:22][C:21]2[NH:32][C:15]([C:5]3[C:4]([N+:1]([O-:3])=[O:2])=[CH:8][N:7]([CH:9]4[CH2:14][CH2:13][CH2:12][CH2:11][O:10]4)[N:6]=3)=[N:33][C:20]=2[CH:19]=1. The catalyst class is: 3. (3) Reactant: [Cl:1][C:2]1[CH:7]=[CH:6][C:5]([CH:8]=[CH2:9])=[C:4]([F:10])[CH:3]=1.[C:11]1([CH3:20])[CH:16]=[CH:15][C:14]([S:17]([O-:19])=[O:18])=[CH:13][CH:12]=1.[Na+].[Na+].[I-:23]. Product: [Cl:1][C:2]1[CH:7]=[CH:6][C:5]([CH:8]([I:23])[CH2:9][S:17]([C:14]2[CH:15]=[CH:16][C:11]([CH3:20])=[CH:12][CH:13]=2)(=[O:19])=[O:18])=[C:4]([F:10])[CH:3]=1. The catalyst class is: 23. (4) Reactant: [CH3:1]C(C)([O-])C.[K+].[N+](=CP(=O)(OC)OC)=[N-].[C:16]([C:18]1[CH:23]=[CH:22][C:21]([N:24]2[CH2:28][CH:27]([CH2:29][N:30]3[C:38](=[O:39])[C:37]4[C:32](=[CH:33][CH:34]=[CH:35][CH:36]=4)[C:31]3=[O:40])[O:26][C:25]2=[O:41])=[CH:20][C:19]=1[F:42])#[CH:17]. Product: [F:42][C:19]1[CH:20]=[C:21]([N:24]2[CH2:28][CH:27]([CH2:29][N:30]3[C:31](=[O:40])[C:32]4[C:37](=[CH:36][CH:35]=[CH:34][CH:33]=4)[C:38]3=[O:39])[O:26][C:25]2=[O:41])[CH:22]=[CH:23][C:18]=1[C:16]#[C:17][CH3:1]. The catalyst class is: 1.